From a dataset of Catalyst prediction with 721,799 reactions and 888 catalyst types from USPTO. Predict which catalyst facilitates the given reaction. (1) Reactant: [F:1][C:2]([F:39])([F:38])[C:3]1[CH:4]=[C:5]([CH:31]=[C:32]([C:34]([F:37])([F:36])[F:35])[CH:33]=1)[CH2:6][NH:7][C:8]1[C:9]([C:24]2[CH:29]=[CH:28][CH:27]=[CH:26][C:25]=2[CH3:30])=[C:10]2[C:15](=[CH:16][CH:17]=1)[N:14]=[C:13]([N:18]1[CH2:23][CH2:22][O:21][CH2:20][CH2:19]1)[CH:12]=[CH:11]2.C=O.[C:42]([O-])(=O)C.[Na+].[BH3-]C#N.[Na+]. Product: [F:39][C:2]([F:38])([F:1])[C:3]1[CH:4]=[C:5]([CH:31]=[C:32]([C:34]([F:35])([F:37])[F:36])[CH:33]=1)[CH2:6][N:7]([CH3:42])[C:8]1[C:9]([C:24]2[CH:29]=[CH:28][CH:27]=[CH:26][C:25]=2[CH3:30])=[C:10]2[C:15](=[CH:16][CH:17]=1)[N:14]=[C:13]([N:18]1[CH2:23][CH2:22][O:21][CH2:20][CH2:19]1)[CH:12]=[CH:11]2. The catalyst class is: 5. (2) Reactant: [C:1]([O:5][C:6](=[O:20])[NH:7][CH2:8][C:9]1([C:17](=O)[NH2:18])[C:11]2([CH2:16][CH2:15][CH2:14][CH2:13][CH2:12]2)[CH2:10]1)([CH3:4])([CH3:3])[CH3:2].N1C(Cl)=NC(Cl)=NC=1Cl.[OH-].[Na+]. Product: [C:1]([O:5][C:6](=[O:20])[NH:7][CH2:8][C:9]1([C:17]#[N:18])[C:11]2([CH2:16][CH2:15][CH2:14][CH2:13][CH2:12]2)[CH2:10]1)([CH3:4])([CH3:2])[CH3:3]. The catalyst class is: 3. (3) Reactant: F[C:2]1[CH:7]=[C:6]([C:8]2[C:9]([C:15]3[O:16][CH:17]=[CH:18][CH:19]=3)=[N:10][C:11]([NH2:14])=[N:12][CH:13]=2)[CH:5]=[CH:4][N:3]=1.[OH2:20].[OH-].[Na+]. Product: [NH2:14][C:11]1[N:10]=[C:9]([C:15]2[O:16][CH:17]=[CH:18][CH:19]=2)[C:8]([C:6]2[CH:5]=[CH:4][NH:3][C:2](=[O:20])[CH:7]=2)=[CH:13][N:12]=1. The catalyst class is: 33.